Dataset: Full USPTO retrosynthesis dataset with 1.9M reactions from patents (1976-2016). Task: Predict the reactants needed to synthesize the given product. (1) Given the product [C:1]([C:3]1[C:4]([N:17]2[CH2:20][CH:19]([C:21]([NH:35][S:32]([CH2:31][C:27]3[CH:28]=[CH:29][CH:30]=[C:25]([CH3:24])[CH:26]=3)(=[O:33])=[O:34])=[O:22])[CH2:18]2)=[N:5][C:6]([CH:14]([F:16])[F:15])=[C:7]([CH:8]=1)[C:9]([O:11][CH2:12][CH3:13])=[O:10])#[N:2], predict the reactants needed to synthesize it. The reactants are: [C:1]([C:3]1[C:4]([N:17]2[CH2:20][CH:19]([C:21](O)=[O:22])[CH2:18]2)=[N:5][C:6]([CH:14]([F:16])[F:15])=[C:7]([C:9]([O:11][CH2:12][CH3:13])=[O:10])[CH:8]=1)#[N:2].[CH3:24][C:25]1[CH:26]=[C:27]([CH2:31][S:32]([NH2:35])(=[O:34])=[O:33])[CH:28]=[CH:29][CH:30]=1. (2) Given the product [C:36]1([C@H:34]([NH:33][C:32]2[C:27]3[CH:26]=[C:25]([C:22]4[CH:21]=[CH:20][C:19]([CH:18]=[O:17])=[CH:24][CH:23]=4)[NH:42][C:28]=3[N:29]=[CH:30][N:31]=2)[CH3:35])[CH:37]=[CH:38][CH:39]=[CH:40][CH:41]=1, predict the reactants needed to synthesize it. The reactants are: [H-].[Al+3].[Li+].[H-].[H-].[H-].C(N1CCNCC1)C.C([O:17][C:18](=O)[C:19]1[CH:24]=[CH:23][C:22]([C:25]2[NH:42][C:28]3[N:29]=[CH:30][N:31]=[C:32]([NH:33][C@@H:34]([C:36]4[CH:41]=[CH:40][CH:39]=[CH:38][CH:37]=4)[CH3:35])[C:27]=3[CH:26]=2)=[CH:21][CH:20]=1)C.Cl. (3) Given the product [Cl:1][C:2]1[CH:3]=[CH:4][CH:5]=[C:6]2[C:10]=1[N:9]([CH2:22][CH2:23][CH3:24])[N:8]=[C:7]2[C:11]1[CH:16]=[CH:15][C:14]([O:17][CH3:18])=[CH:13][CH:12]=1, predict the reactants needed to synthesize it. The reactants are: [Cl:1][C:2]1[CH:3]=[CH:4][CH:5]=[C:6]2[C:10]=1[NH:9][N:8]=[C:7]2[C:11]1[CH:16]=[CH:15][C:14]([O:17][CH3:18])=[CH:13][CH:12]=1.[H-].[Na+].I[CH2:22][CH2:23][CH3:24]. (4) Given the product [C:23]([CH2:22][O:13][C:12](=[O:14])[CH2:11][CH2:10][C:3]1[C:4]2[C:9](=[CH:8][CH:7]=[CH:6][CH:5]=2)[NH:1][CH:2]=1)#[N:24], predict the reactants needed to synthesize it. The reactants are: [NH:1]1[C:9]2[C:4](=[CH:5][CH:6]=[CH:7][CH:8]=2)[C:3]([CH2:10][CH2:11][C:12]([OH:14])=[O:13])=[CH:2]1.C(=O)([O-])[O-].[Cs+].[Cs+].Cl[CH2:22][C:23]#[N:24].[I-].[K+]. (5) Given the product [NH2:4][C@:5]1([C:22]([OH:23])=[O:88])[C@@H:9]([CH2:10][CH2:11][CH2:12][B:13]([OH:14])[OH:17])[CH2:8][N:7]([C:30]2[CH:31]=[N:32][CH:33]=[C:34]([CH:40]=2)[C:35]([OH:37])=[O:36])[CH2:6]1, predict the reactants needed to synthesize it. The reactants are: C([NH:4][C@:5]1([C:22](NC(C)(C)C)=[O:23])[C@@H:9]([CH2:10][CH2:11][CH2:12][B:13]2[O:17]C(C)(C)C(C)(C)[O:14]2)[CH2:8][NH:7][CH2:6]1)(=O)C.Br[C:30]1[CH:31]=[N:32][CH:33]=[C:34]([CH:40]=1)[C:35]([O:37]CC)=[O:36].C1C=CC(P(C2C=CC3C(=CC=CC=3)C=2C2C3C(=CC=CC=3)C=CC=2P(C2C=CC=CC=2)C2C=CC=CC=2)C2C=CC=CC=2)=CC=1.C(=O)([O-])[O-:88].[Cs+].[Cs+]. (6) The reactants are: C1(N)CC1.[S:5]1[C:9]2[CH:10]=[CH:11][CH:12]=[CH:13][C:8]=2[N:7]=[C:6]1[O:14][C:15]1[CH:20]=[CH:19][C:18]([CH2:21][CH:22]=O)=[CH:17][CH:16]=1.C(O)(=O)C.[BH-](OC(C)=O)(OC(C)=O)OC(C)=O.[Na+].C(=O)C.S1C2C=CC=CC=2N=C1OC1C=CC([CH2:61][CH2:62][NH:63][CH:64]2[CH2:66][CH2:65]2)=CC=1. Given the product [S:5]1[C:9]2[CH:10]=[CH:11][CH:12]=[CH:13][C:8]=2[N:7]=[C:6]1[O:14][C:15]1[CH:20]=[CH:19][C:18]([CH2:21][CH2:22][N:63]([CH:64]2[CH2:66][CH2:65]2)[CH2:62][CH3:61])=[CH:17][CH:16]=1, predict the reactants needed to synthesize it.